This data is from Retrosynthesis with 50K atom-mapped reactions and 10 reaction types from USPTO. The task is: Predict the reactants needed to synthesize the given product. (1) Given the product O=[N+]([O-])c1ccc(-n2cccc2)c(F)c1, predict the reactants needed to synthesize it. The reactants are: O=[N+]([O-])c1ccc(F)c(F)c1.c1cc[nH]c1. (2) Given the product COc1cc2c(Nc3ccc(Br)cc3F)ncnc2cc1OCC1CO1, predict the reactants needed to synthesize it. The reactants are: BrCC1CO1.COc1cc2c(Nc3ccc(Cl)cc3F)ncnc2cc1OCC1CO1.